The task is: Predict which catalyst facilitates the given reaction.. This data is from Catalyst prediction with 721,799 reactions and 888 catalyst types from USPTO. (1) Reactant: CC(C)=O.[CH3:5][O:6][C:7]1[CH:8]=[CH:9][CH:10]=[CH:11][C:12]=1[O:13][CH2:14][CH2:15][NH:16][CH2:17][CH:18]([OH:34])[CH2:19][O:20][C:21]1[CH:22]=[CH:23][CH:24]=[C:25]2[NH:33][C:32]3[CH:31]=[CH:30][CH:29]=[CH:28][C:27]=3[C:26]=12.[C:35]([OH:43])(=[O:42])[C:36]1[CH:41]=[CH:40][CH:39]=[CH:38][CH:37]=1. Product: [CH3:5][O:6][C:7]1[CH:8]=[CH:9][CH:10]=[CH:11][C:12]=1[O:13][CH2:14][CH2:15][NH:16][CH2:17][CH:18]([OH:34])[CH2:19][O:20][C:21]1[CH:22]=[CH:23][CH:24]=[C:25]2[NH:33][C:32]3[CH:31]=[CH:30][CH:29]=[CH:28][C:27]=3[C:26]=12.[C:35]([O-:43])(=[O:42])[C:36]1[CH:41]=[CH:40][CH:39]=[CH:38][CH:37]=1. The catalyst class is: 310. (2) Reactant: [C:1]([C:5]1[CH:11]=[CH:10][C:8](N)=[CH:7][CH:6]=1)([CH3:4])([CH3:3])[CH3:2].Cl.[N:13]([O-:15])=[O:14].[Na+].[F:17][B-](F)(F)F.[Na+]. Product: [F:17][C:8]1[CH:10]=[CH:11][C:5]([C:1]([CH3:4])([CH3:3])[CH3:2])=[CH:6][C:7]=1[N+:13]([O-:15])=[O:14]. The catalyst class is: 6.